Predict the reactants needed to synthesize the given product. From a dataset of Full USPTO retrosynthesis dataset with 1.9M reactions from patents (1976-2016). (1) Given the product [NH2:49][C@@H:50]([CH:51]([CH3:53])[CH3:52])[C:54]([O:27][C@H:26]([CH:28]1[CH2:29][CH2:30]1)[CH2:25][O:24][C:21]1[CH:22]=[CH:23][C:18]([N:13]2[C:14](=[O:17])[C:15]3[S:16][C:8]([C:5]4[CH:6]=[CH:7][C:2]([Cl:1])=[CH:3][CH:4]=4)=[CH:9][C:10]=3[N:11]=[CH:12]2)=[CH:19][C:20]=1[O:31][CH3:32])=[O:55], predict the reactants needed to synthesize it. The reactants are: [Cl:1][C:2]1[CH:7]=[CH:6][C:5]([C:8]2[S:16][C:15]3[C:14](=[O:17])[N:13]([C:18]4[CH:23]=[CH:22][C:21]([O:24][CH2:25][C@@H:26]([CH:28]5[CH2:30][CH2:29]5)[OH:27])=[C:20]([O:31][CH3:32])[CH:19]=4)[CH:12]=[N:11][C:10]=3[CH:9]=2)=[CH:4][CH:3]=1.C(N=C=NC(C)C)(C)C.C(OC([NH:49][C@H:50]([C:54](O)=[O:55])[CH:51]([CH3:53])[CH3:52])=O)(C)(C)C. (2) Given the product [CH3:24][C:15]1[C:14]([C@H:13]2[S:4][CH2:5][C@@H:6]3[CH2:7][N:8]([C:26]([O:28][C:29]([CH3:32])([CH3:31])[CH3:30])=[O:27])[CH2:9][CH2:10][N:11]3[CH2:12]2)=[CH:22][CH:21]=[C:20]2[C:16]=1[CH2:17][O:18][C:19]2=[O:23], predict the reactants needed to synthesize it. The reactants are: C([S:4][CH2:5][C@H:6]1[N:11]([CH2:12][C@@H:13](O)[C:14]2[C:15]([CH3:24])=[C:16]3[C:20](=[CH:21][CH:22]=2)[C:19](=[O:23])[O:18][CH2:17]3)[CH2:10][CH2:9][N:8]([C:26]([O:28][C:29]([CH3:32])([CH3:31])[CH3:30])=[O:27])[CH2:7]1)(=O)C.CC1C([C@@H]2SC[C@@H]3CN(C(OC(C)(C)C)=O)CCN3C2)=CC=C2C=1COC2=O. (3) Given the product [C:1]([O:9][CH3:10])(=[O:8])[C:2]1[CH:7]=[CH:6][CH:5]=[CH:4][CH:3]=1, predict the reactants needed to synthesize it. The reactants are: [C:1]([O:9][C@@H:10]1[C@@H](O)[C@H](O)[C@@H](CO)O[C@H]1O[C@H]1[C@H](O)[C@@H](CO)O[C@@H](O[C@H]2[C@H](O)[C@@H](CO)O[C@@H](O[C@H]3[C@H](O)[C@@H](CO)O[C@@H](O[C@H]4[C@H](O)[C@@H](CO)O[C@@H](OCC5C=CC=CC=5)[C@@H:10]4[O:9][C:1](=[O:8])[C:2]4[CH:7]=[CH:6][CH:5]=[CH:4][CH:3]=4)[C@@H:10]3[O:9][C:1](=[O:8])[C:2]3[CH:7]=[CH:6][CH:5]=[CH:4][CH:3]=3)[C@@H:10]2[O:9][C:1](=[O:8])[C:2]2[CH:7]=[CH:6][CH:5]=[CH:4][CH:3]=2)[C@@H:10]1[O:9][C:1](=[O:8])[C:2]1[CH:7]=[CH:6][CH:5]=[CH:4][CH:3]=1)(=[O:8])[C:2]1[CH:7]=[CH:6][CH:5]=[CH:4][CH:3]=1.[Na].C(O)(=O)C. (4) Given the product [C:1]([O:5][C:6]([N:8]1[CH2:13][CH:12]=[C:11]([C:14]2[CH:19]=[CH:18][C:17]([C:36]3[N:41]=[CH:40][CH:39]=[CH:38][N:37]=3)=[CH:16][CH:15]=2)[CH2:10][CH2:9]1)=[O:7])([CH3:4])([CH3:3])[CH3:2], predict the reactants needed to synthesize it. The reactants are: [C:1]([O:5][C:6]([N:8]1[CH2:13][CH:12]=[C:11]([C:14]2[CH:19]=[CH:18][C:17](Br)=[CH:16][CH:15]=2)[CH2:10][CH2:9]1)=[O:7])([CH3:4])([CH3:3])[CH3:2].C(Cl)Cl.C([O-])(=O)C.[K+].C(=O)([O-])[O-].[K+].[K+].Br[C:36]1[N:41]=[CH:40][CH:39]=[CH:38][N:37]=1. (5) Given the product [OH:21][CH:20]([C:13]1[N:14]([CH2:17][CH2:18][CH3:19])[C:15](=[O:16])[N:11]([CH2:10][C:9]2[CH:22]=[CH:23][C:6]([CH3:5])=[CH:7][CH:8]=2)[N:12]=1)[CH3:1], predict the reactants needed to synthesize it. The reactants are: [CH3:1][Mg]Cl.[Br-].[CH3:5][C:6]1[CH:23]=[CH:22][C:9]([CH2:10][N:11]2[C:15](=[O:16])[N:14]([CH2:17][CH2:18][CH3:19])[C:13]([CH:20]=[O:21])=[N:12]2)=[CH:8][CH:7]=1. (6) Given the product [CH2:6]([O:5][C:3](=[O:4])[CH2:2][O:1][C:11]1[O:12][C:13]2[CH:19]=[C:18]([CH3:20])[CH:17]=[CH:16][C:14]=2[N:15]=1)[CH3:7], predict the reactants needed to synthesize it. The reactants are: [OH:1][CH2:2][C:3]([O:5][CH2:6][CH3:7])=[O:4].[H-].[Na+].Cl[C:11]1[O:12][C:13]2[CH:19]=[C:18]([CH3:20])[CH:17]=[CH:16][C:14]=2[N:15]=1. (7) The reactants are: [O:1]=[C:2]([C:8]1[N:12]2[CH:13]=[CH:14][C:15]([C:17](=[O:25])[NH:18][C:19]3[CH:24]=[CH:23][CH:22]=[CH:21][CH:20]=3)=[CH:16][C:11]2=[N:10][C:9]=1[C:26]([F:29])([F:28])[F:27])[C:3]([O:5]CC)=[O:4].[OH-].[Na+].Cl. Given the product [O:1]=[C:2]([C:8]1[N:12]2[CH:13]=[CH:14][C:15]([C:17](=[O:25])[NH:18][C:19]3[CH:24]=[CH:23][CH:22]=[CH:21][CH:20]=3)=[CH:16][C:11]2=[N:10][C:9]=1[C:26]([F:28])([F:29])[F:27])[C:3]([OH:5])=[O:4], predict the reactants needed to synthesize it.